This data is from Full USPTO retrosynthesis dataset with 1.9M reactions from patents (1976-2016). The task is: Predict the reactants needed to synthesize the given product. (1) Given the product [Cl:10][C:6]1[C:7]([C:8]#[N:9])=[C:2]([NH:18][CH:15]2[CH2:17][CH2:16]2)[N:3]=[C:4]([NH:11][CH2:12][CH2:13][OH:14])[N:5]=1, predict the reactants needed to synthesize it. The reactants are: Cl[C:2]1[C:7]([C:8]#[N:9])=[C:6]([Cl:10])[N:5]=[C:4]([NH:11][CH2:12][CH2:13][OH:14])[N:3]=1.[CH:15]1([NH2:18])[CH2:17][CH2:16]1.C(N(C(C)C)C(C)C)C. (2) Given the product [F:1][C:2]1[CH:3]=[CH:4][C:5]([CH2:6][C:7]2([CH3:17])[C:12](=[O:13])[N:11]([CH3:14])[C:10](=[O:15])[N:9]([CH2:21][C:22](=[O:23])[C:24]3[CH:29]=[CH:28][CH:27]=[CH:26][CH:25]=3)[C:8]2=[O:16])=[CH:18][CH:19]=1, predict the reactants needed to synthesize it. The reactants are: [F:1][C:2]1[CH:19]=[CH:18][C:5]([CH2:6][C:7]2([CH3:17])[C:12](=[O:13])[N:11]([CH3:14])[C:10](=[O:15])[NH:9][C:8]2=[O:16])=[CH:4][CH:3]=1.Br[CH2:21][C:22]([C:24]1[CH:29]=[CH:28][CH:27]=[CH:26][CH:25]=1)=[O:23].